This data is from Retrosynthesis with 50K atom-mapped reactions and 10 reaction types from USPTO. The task is: Predict the reactants needed to synthesize the given product. The reactants are: C1CCNCC1.C=O.CCOC(=O)C(NC(C)=O)C(=O)OCC. Given the product CCOC(=O)C(CN1CCCCC1)(NC(C)=O)C(=O)OCC, predict the reactants needed to synthesize it.